This data is from Volume of distribution at steady state (VDss) regression data from Lombardo et al.. The task is: Regression/Classification. Given a drug SMILES string, predict its absorption, distribution, metabolism, or excretion properties. Task type varies by dataset: regression for continuous measurements (e.g., permeability, clearance, half-life) or binary classification for categorical outcomes (e.g., BBB penetration, CYP inhibition). For this dataset (vdss_lombardo), we predict log10(VDss) (log10 of volume of distribution in L/kg). (1) The molecule is CCN(CC)C(=O)N[C@H]1C=C2c3cccc4[nH]cc(c34)C[C@H]2N(C)C1. The log10(VDss) is 0.240. (2) The molecule is O=C([O-])C(CCc1ccccc1)[NH2+]C1CCCN2CCCC(C(=O)[O-])N2C1=O. The log10(VDss) is 0.570. (3) The compound is NNC(=O)c1ccncc1. The log10(VDss) is -0.0900. (4) The compound is CCC1=CC2CN(CCc3c([nH]c4ccccc34)C(C(=O)OC)(c3cc4c(cc3OC)N(C)C3C(O)(C(=O)OC)C(OC(C)=O)C5(CC)C=CCN6CCC43C65)C2)C1. The log10(VDss) is 1.08. (5) The drug is CO/N=C(/C(=O)NC1C(=O)N2C(C(=O)[O-])=C(C[N+]34CCC(C(N)=O)(CC3)CC4)CSC12)c1nsc(N)n1. The log10(VDss) is -0.570. (6) The compound is O=[N+]([O-])OC[C@H](O)CO. The log10(VDss) is -0.120. (7) The molecule is C[NH+]1CCC23c4c5ccc(O)c4OC2C(=O)CCC3C1C5. The log10(VDss) is 0.630. (8) The molecule is COc1ccc(CC[NH+](C)CCCC(C#N)(c2ccc(OC)c(OC)c2)C(C)C)cc1OC. The log10(VDss) is 0.570.